Dataset: Reaction yield outcomes from USPTO patents with 853,638 reactions. Task: Predict the reaction yield, written as a fraction of the theoretical maximum amount of product (1.0 means a 100% yield; for example, 0.34 means a 34% yield). (1) The catalyst is CC(N(C)C)=O.O. The product is [CH3:13][C:14]1[N:15]=[C:16]([C:19]2[CH:20]=[N:21][CH:22]=[CH:23][CH:24]=2)[S:17][C:18]=1[C:2]1[CH:11]=[CH:10][C:9]2[CH2:8][CH2:7][CH2:6][C:5](=[O:12])[C:4]=2[N:3]=1. The reactants are Cl[C:2]1[CH:11]=[CH:10][C:9]2[CH2:8][CH2:7][CH2:6][C:5](=[O:12])[C:4]=2[N:3]=1.[CH3:13][C:14]1[N:15]=[C:16]([C:19]2[CH:20]=[N:21][CH:22]=[CH:23][CH:24]=2)[S:17][CH:18]=1.C([O-])(=O)C.[K+]. The yield is 0.310. (2) The reactants are I[CH:2]1[CH2:5][N:4]([C:6]([O:8][C:9]([CH3:12])([CH3:11])[CH3:10])=[O:7])[CH2:3]1.[N+:13]([C:16]1[N:21]=[CH:20][C:19]([OH:22])=[CH:18][CH:17]=1)([O-:15])=[O:14].C([O-])([O-])=O.[Cs+].[Cs+]. The product is [N+:13]([C:16]1[N:21]=[CH:20][C:19]([O:22][CH:2]2[CH2:5][N:4]([C:6]([O:8][C:9]([CH3:12])([CH3:11])[CH3:10])=[O:7])[CH2:3]2)=[CH:18][CH:17]=1)([O-:15])=[O:14]. The catalyst is CN(C=O)C. The yield is 0.590. (3) The reactants are [F:1][C:2]1[C:11]2[O:10][CH2:9][CH:8]([NH:12][CH2:13][CH2:14][CH2:15][C:16]3[C:24]4[C:19](=[C:20]([O:25][CH3:26])[CH:21]=[CH:22][CH:23]=4)[NH:18][CH:17]=3)[CH2:7][C:6]=2[C:5]([C:27]([NH2:29])=[O:28])=[CH:4][CH:3]=1.[CH:30](=O)[CH2:31][CH3:32].C(O)(=O)C.C([BH3-])#N.[Na+]. The catalyst is CO. The product is [F:1][C:2]1[C:11]2[O:10][CH2:9][CH:8]([N:12]([CH2:13][CH2:14][CH2:15][C:16]3[C:24]4[C:19](=[C:20]([O:25][CH3:26])[CH:21]=[CH:22][CH:23]=4)[NH:18][CH:17]=3)[CH2:30][CH2:31][CH3:32])[CH2:7][C:6]=2[C:5]([C:27]([NH2:29])=[O:28])=[CH:4][CH:3]=1. The yield is 0.680.